Predict the product of the given reaction. From a dataset of Forward reaction prediction with 1.9M reactions from USPTO patents (1976-2016). (1) Given the reactants [NH2:1][C:2]1[C:12]([N+:13]([O-])=O)=[CH:11][C:5]([C:6]([O:8][CH2:9][CH3:10])=[O:7])=[C:4]([O:16][CH2:17][CH:18]([F:20])[F:19])[CH:3]=1, predict the reaction product. The product is: [NH2:1][C:2]1[C:12]([NH2:13])=[CH:11][C:5]([C:6]([O:8][CH2:9][CH3:10])=[O:7])=[C:4]([O:16][CH2:17][CH:18]([F:19])[F:20])[CH:3]=1. (2) The product is: [CH2:1]([O:8][C:9](=[O:34])[CH2:10][CH:11]([S:19]([N:21]1[CH2:26][CH2:25][CH:24]([CH2:27][C:28]2[CH:29]=[CH:30][CH:31]=[CH:32][CH:33]=2)[CH2:23][CH2:22]1)(=[O:38])=[O:20])[CH2:12][C:13]1[CH:18]=[CH:17][CH:16]=[CH:15][CH:14]=1)[C:2]1[CH:3]=[CH:4][CH:5]=[CH:6][CH:7]=1. Given the reactants [CH2:1]([O:8][C:9](=[O:34])[CH2:10][CH:11]([S:19]([N:21]1[CH2:26][CH2:25][CH:24]([CH2:27][C:28]2[CH:33]=[CH:32][CH:31]=[CH:30][CH:29]=2)[CH2:23][CH2:22]1)=[O:20])[CH2:12][C:13]1[CH:18]=[CH:17][CH:16]=[CH:15][CH:14]=1)[C:2]1[CH:7]=[CH:6][CH:5]=[CH:4][CH:3]=1.O.CC[O:38]C(C)=O, predict the reaction product. (3) The product is: [CH2:28]([O:1][C:2]1[CH:7]=[CH:6][C:5]2[CH2:8][O:9][C@@H:10]3[C@@H:14]([C:4]=2[CH:3]=1)[CH2:13][NH:12][CH2:11]3)[C:29]1[CH:34]=[CH:33][CH:32]=[CH:31][CH:30]=1. Given the reactants [OH:1][C:2]1[CH:7]=[CH:6][C:5]2[CH2:8][O:9][C@@H:10]3[C@@H:14]([C:4]=2[CH:3]=1)[CH2:13][N:12](C(OC(C)(C)C)=O)[CH2:11]3.C(=O)([O-])[O-].[K+].[K+].[CH2:28](Br)[C:29]1[CH:34]=[CH:33][CH:32]=[CH:31][CH:30]=1.C(NCC)C, predict the reaction product. (4) Given the reactants Br[C:2]1[CH:3]=[C:4]([C:9]([O:11][CH3:12])=[O:10])[CH:5]=[N:6][C:7]=1[Cl:8].[C:13](=O)([O-])[O-].[K+].[K+].CB1OB(C)OB(C)O1, predict the reaction product. The product is: [Cl:8][C:7]1[N:6]=[CH:5][C:4]([C:9]([O:11][CH3:12])=[O:10])=[CH:3][C:2]=1[CH3:13]. (5) Given the reactants Br[CH2:2][CH2:3][N:4]1[CH2:8][CH2:7][CH:6]([CH3:9])[CH:5]1[CH3:10].Cl.[Cl:12][C:13]1[CH:18]=[CH:17][C:16]([NH:19]N)=[CH:15][CH:14]=1.[CH3:21][N:22]1[CH2:27][CH2:26][C:25](=O)[CH2:24][CH2:23]1, predict the reaction product. The product is: [Cl:12][C:13]1[CH:18]=[CH:17][C:16]2[N:19]([CH2:2][CH2:3][N:4]3[CH2:8][CH2:7][CH:6]([CH3:9])[CH:5]3[CH3:10])[C:25]3[CH2:26][CH2:27][N:22]([CH3:21])[CH2:23][C:24]=3[C:15]=2[CH:14]=1.